This data is from Reaction yield outcomes from USPTO patents with 853,638 reactions. The task is: Predict the reaction yield, written as a fraction of the theoretical maximum amount of product (1.0 means a 100% yield; for example, 0.34 means a 34% yield). (1) The reactants are [CH3:1][O:2][C:3]([N:5]1[CH2:10][CH2:9][CH:8]([CH2:11][OH:12])[CH2:7][CH2:6]1)=[O:4].C(=O)(O)[O-].[Na+].[Br-].[Na+].Cl[O-].[Na+]. The catalyst is ClCCl.O. The product is [CH3:1][O:2][C:3]([N:5]1[CH2:6][CH2:7][CH:8]([CH:11]=[O:12])[CH2:9][CH2:10]1)=[O:4]. The yield is 0.900. (2) The product is [C:1]([C:5]1[CH:9]=[C:8]([NH:10][C:11]([NH:44][C:43]2[CH:45]=[CH:46][CH:47]=[C:41]([O:40][C:31]3[C:30]4[C:35](=[CH:36][C:37]([O:38][CH3:39])=[C:28]([O:27][CH3:26])[CH:29]=4)[N:34]=[CH:33][N:32]=3)[CH:42]=2)=[O:13])[N:7]([CH2:20][C:21]([O:23][CH2:24][CH3:25])=[O:22])[N:6]=1)([CH3:2])([CH3:3])[CH3:4]. The catalyst is C1COCC1. The yield is 0.660. The reactants are [C:1]([C:5]1[CH:9]=[C:8]([NH:10][C:11]([O:13]C2C=CC=CC=2)=O)[N:7]([CH2:20][C:21]([O:23][CH2:24][CH3:25])=[O:22])[N:6]=1)([CH3:4])([CH3:3])[CH3:2].[CH3:26][O:27][C:28]1[CH:29]=[C:30]2[C:35](=[CH:36][C:37]=1[O:38][CH3:39])[N:34]=[CH:33][N:32]=[C:31]2[O:40][C:41]1[CH:42]=[C:43]([CH:45]=[CH:46][CH:47]=1)[NH2:44].C(N(CC)C(C)C)(C)C. (3) The reactants are [CH3:1][O:2][C:3](=[O:12])[C:4]1[C:5](=[CH:7][CH:8]=[C:9]([I:11])[CH:10]=1)[NH2:6].C(N(CC)CC)C.[CH3:20][S:21](Cl)(=[O:23])=[O:22]. The catalyst is C(Cl)Cl. The product is [I:11][C:9]1[CH:8]=[CH:7][C:5]([NH:6][S:21]([CH3:20])(=[O:23])=[O:22])=[C:4]([CH:10]=1)[C:3]([O:2][CH3:1])=[O:12]. The yield is 0.460. (4) The reactants are O1CCCOB1[C:7]1[CH:14]=[CH:13][CH:12]=[CH:11][C:8]=1[C:9]#[N:10].Br[C:16]1[CH:22]=[C:21]([C:23]([CH3:26])([CH3:25])[CH3:24])[CH:20]=[CH:19][C:17]=1[NH2:18].C([O-])([O-])=O.[K+].[K+].C1(C)C=CC=CC=1. The catalyst is [Pd].C1(P(C2C=CC=CC=2)C2C=CC=CC=2)C=CC=CC=1.C1(P(C2C=CC=CC=2)C2C=CC=CC=2)C=CC=CC=1.C1(P(C2C=CC=CC=2)C2C=CC=CC=2)C=CC=CC=1.C1(P(C2C=CC=CC=2)C2C=CC=CC=2)C=CC=CC=1.C(O)C. The product is [C:23]([C:21]1[CH:22]=[CH:16][C:17]2[C:19](=[C:7]3[C:8](=[C:9]([NH2:10])[N:18]=2)[CH:11]=[CH:12][CH:13]=[CH:14]3)[CH:20]=1)([CH3:26])([CH3:24])[CH3:25]. The yield is 0.355. (5) The reactants are [NH2:1][C@@H:2]1[CH2:7][CH2:6][CH2:5][CH2:4][C@H:3]1[NH2:8].[C:9]1([CH3:19])[CH:14]=[CH:13][C:12]([S:15](Cl)(=[O:17])=[O:16])=[CH:11][CH:10]=1. The catalyst is C(Cl)Cl. The product is [C:9]1([CH3:19])[CH:14]=[CH:13][C:12]([S:15]([NH:1][C@@H:2]2[CH2:7][CH2:6][CH2:5][CH2:4][C@H:3]2[NH2:8])(=[O:17])=[O:16])=[CH:11][CH:10]=1. The yield is 0.975. (6) The reactants are [OH:1][CH:2]([C:5]1([CH2:19][OH:20])[CH2:8][N:7]([C:9]([O:11][CH2:12][C:13]2[CH:18]=[CH:17][CH:16]=[CH:15][CH:14]=2)=[O:10])[CH2:6]1)[CH2:3]O.C1(C)C=CC(S(Cl)(=O)=O)=CC=1.C(N(CC)CC)C.O. The catalyst is ClCCl.C([Sn](=O)CCCC)CCC. The product is [OH:1][CH:2]1[C:5]2([CH2:6][N:7]([C:9]([O:11][CH2:12][C:13]3[CH:14]=[CH:15][CH:16]=[CH:17][CH:18]=3)=[O:10])[CH2:8]2)[CH2:19][O:20][CH2:3]1. The yield is 0.510. (7) The reactants are Br[C:2]1[CH:3]=[C:4]([N+:9]([O-:11])=[O:10])[C:5]([CH3:8])=[N:6][CH:7]=1.[CH3:12][Si:13]([C:16]#[CH:17])([CH3:15])[CH3:14]. The catalyst is C(N(CC)CC)C.C1C=CC(P(C2C=CC=CC=2)C2C=CC=CC=2)=CC=1.C1C=CC(P(C2C=CC=CC=2)C2C=CC=CC=2)=CC=1.Cl[Pd]Cl.[Cu]I. The product is [CH3:8][C:5]1[C:4]([N+:9]([O-:11])=[O:10])=[CH:3][C:2]([C:17]#[C:16][Si:13]([CH3:15])([CH3:14])[CH3:12])=[CH:7][N:6]=1. The yield is 0.910. (8) The reactants are CC(C)([O-])C.[K+].[CH:7]1([O:10][C:11]2[CH:12]=[C:13]([C:21]3[N:38]([CH2:39][O:40][CH2:41][CH2:42][Si:43]([CH3:46])([CH3:45])[CH3:44])[C:24]4[CH:25]=[N:26][N:27]([CH2:30][O:31][CH2:32][CH2:33][Si:34]([CH3:37])([CH3:36])[CH3:35])[C:28](=[O:29])[C:23]=4[C:22]=3[CH:47]=O)[CH:14]=[CH:15][C:16]=2[O:17][CH:18]([F:20])[F:19])[CH2:9][CH2:8]1.O1[CH2:53][CH2:52][CH2:51][CH2:50]1. The catalyst is [Br-].C([P+](C1C=CC=CC=1)(C1C=CC=CC=1)C1C=CC=CC=1)CCC. The product is [CH:7]1([O:10][C:11]2[CH:12]=[C:13]([C:21]3[N:38]([CH2:39][O:40][CH2:41][CH2:42][Si:43]([CH3:46])([CH3:45])[CH3:44])[C:24]4[CH:25]=[N:26][N:27]([CH2:30][O:31][CH2:32][CH2:33][Si:34]([CH3:36])([CH3:37])[CH3:35])[C:28](=[O:29])[C:23]=4[C:22]=3[CH:47]=[CH:50][CH2:51][CH2:52][CH3:53])[CH:14]=[CH:15][C:16]=2[O:17][CH:18]([F:19])[F:20])[CH2:9][CH2:8]1. The yield is 0.530. (9) The reactants are [Br:1][C:2]1[CH:3]=[CH:4][C:5]2[O:9][CH:8]([C:10]([OH:12])=O)[CH2:7][C:6]=2[CH:13]=1.F[P-](F)(F)(F)(F)F.N1(O[P+](N(C)C)(N(C)C)N(C)C)C2C=CC=CC=2N=N1.[CH3:41][N:42]1[CH2:47][CH2:46][NH:45][CH2:44][CH2:43]1.C(N(CC)C(C)C)(C)C. No catalyst specified. The product is [Br:1][C:2]1[CH:3]=[CH:4][C:5]2[O:9][CH:8]([C:10]([N:45]3[CH2:46][CH2:47][N:42]([CH3:41])[CH2:43][CH2:44]3)=[O:12])[CH2:7][C:6]=2[CH:13]=1. The yield is 0.950. (10) The reactants are Cl[CH2:2][CH2:3][NH:4][C:5]([NH:7][CH2:8][CH2:9][CH2:10][O:11][CH3:12])=[O:6].[H-].[Na+].[NH4+].[Cl-]. The catalyst is C1COCC1.[Cl-].[Na+].O. The product is [CH3:12][O:11][CH2:10][CH2:9][CH2:8][N:7]1[CH2:2][CH2:3][NH:4][C:5]1=[O:6]. The yield is 0.880.